From a dataset of Catalyst prediction with 721,799 reactions and 888 catalyst types from USPTO. Predict which catalyst facilitates the given reaction. (1) The catalyst class is: 1. Reactant: [OH:1][C:2]1[CH:11]=[C:10]2[C:5]([CH2:6][C@@H:7]([C:12]([OH:14])=[O:13])[NH:8][CH2:9]2)=[CH:4][CH:3]=1.[C:15](O[C:15]([O:17][C:18]([CH3:21])([CH3:20])[CH3:19])=[O:16])([O:17][C:18]([CH3:21])([CH3:20])[CH3:19])=[O:16].C(N(CC)CC)C. Product: [C:18]([O:17][C:15]([N:8]1[C@H:7]([C:12]([OH:14])=[O:13])[CH2:6][C:5]2[C:10](=[CH:11][C:2]([OH:1])=[CH:3][CH:4]=2)[CH2:9]1)=[O:16])([CH3:21])([CH3:20])[CH3:19]. (2) Reactant: [NH2:1][CH2:2][CH2:3][CH2:4][CH2:5][NH:6][C:7](=[O:13])[O:8][C:9]([CH3:12])([CH3:11])[CH3:10].[C:14](=[S:29])(OC1C=CC=CN=1)OC1C=CC=CN=1. Product: [N:1]([CH2:2][CH2:3][CH2:4][CH2:5][NH:6][C:7](=[O:13])[O:8][C:9]([CH3:10])([CH3:12])[CH3:11])=[C:14]=[S:29]. The catalyst class is: 7. (3) Reactant: [N+](C1C=C([C:10]2[CH:11]=[C:12](CC3C=CN=CC=3)[CH:13]=[C:14]3[C:19]=2[N:18]=[CH:17][CH:16]=[CH:15]3)C=CC=1)([O-])=O.O.[NH4+].[Cl-]. Product: [N:18]1[C:19]2[C:14](=[CH:13][CH:12]=[CH:11][CH:10]=2)[CH:15]=[CH:16][CH:17]=1. The catalyst class is: 447. (4) Reactant: [NH2:1][C:2]1[CH:7]=[CH:6][N:5]([CH:8]2[CH2:12][O:11][CH:10]([CH2:13][OH:14])[O:9]2)[C:4](=[O:15])[N:3]=1.[C:16]1([CH2:22][CH2:23][CH2:24][CH2:25][CH2:26][CH2:27][CH2:28][C:29](O)=[O:30])[CH:21]=[CH:20][CH:19]=[CH:18][CH:17]=1.CCN=C=NCCCN(C)C.C([O-])(O)=O.[Na+]. Product: [OH:14][CH2:13][CH:10]1[O:9][CH:8]([N:5]2[CH:6]=[CH:7][C:2]([NH:1][C:29](=[O:30])[CH2:28][CH2:27][CH2:26][CH2:25][CH2:24][CH2:23][CH2:22][C:16]3[CH:17]=[CH:18][CH:19]=[CH:20][CH:21]=3)=[N:3][C:4]2=[O:15])[CH2:12][O:11]1. The catalyst class is: 241.